This data is from Full USPTO retrosynthesis dataset with 1.9M reactions from patents (1976-2016). The task is: Predict the reactants needed to synthesize the given product. Given the product [F:48][C:2]1([F:1])[CH2:7][CH2:6][CH:5]([C:8]2[C:17]3[C@@H:16]([O:18][CH2:19][C:20]4[CH:21]=[CH:22][C:23]([O:26][CH3:27])=[CH:24][CH:25]=4)[CH2:15][C:14]([CH3:28])([CH3:29])[CH2:13][C:12]=3[N:11]=[C:10]([CH:30]3[CH2:35][CH2:34][N:33]([C:50]4[N:51]=[CH:52][C:53]([O:56][CH2:57][C:58]5([CH3:66])[CH2:63][O:62][C:61]([CH3:65])([CH3:64])[O:60][CH2:59]5)=[CH:54][N:55]=4)[CH2:32][CH2:31]3)[C:9]=2[C@@H:36]([F:47])[C:37]2[CH:38]=[CH:39][C:40]([C:43]([F:45])([F:46])[F:44])=[CH:41][CH:42]=2)[CH2:4][CH2:3]1, predict the reactants needed to synthesize it. The reactants are: [F:1][C:2]1([F:48])[CH2:7][CH2:6][CH:5]([C:8]2[C:17]3[C@@H:16]([O:18][CH2:19][C:20]4[CH:25]=[CH:24][C:23]([O:26][CH3:27])=[CH:22][CH:21]=4)[CH2:15][C:14]([CH3:29])([CH3:28])[CH2:13][C:12]=3[N:11]=[C:10]([CH:30]3[CH2:35][CH2:34][NH:33][CH2:32][CH2:31]3)[C:9]=2[C@@H:36]([F:47])[C:37]2[CH:42]=[CH:41][C:40]([C:43]([F:46])([F:45])[F:44])=[CH:39][CH:38]=2)[CH2:4][CH2:3]1.Cl[C:50]1[N:55]=[CH:54][C:53]([O:56][CH2:57][C:58]2([CH3:66])[CH2:63][O:62][C:61]([CH3:65])([CH3:64])[O:60][CH2:59]2)=[CH:52][N:51]=1.C(=O)([O-])[O-].[K+].[K+].O1CCOCC1.